This data is from Full USPTO retrosynthesis dataset with 1.9M reactions from patents (1976-2016). The task is: Predict the reactants needed to synthesize the given product. (1) Given the product [Br:1][C:2]1[CH:7]=[CH:6][C:5]([CH:8]([OH:23])[CH2:9][CH2:10][CH:11]([C:13]2[CH:18]=[CH:17][C:16]([Cl:19])=[C:15]([N+:20]([O-:22])=[O:21])[CH:14]=2)[OH:12])=[CH:4][CH:3]=1, predict the reactants needed to synthesize it. The reactants are: [Br:1][C:2]1[CH:7]=[CH:6][C:5]([C:8](=[O:23])[CH2:9][CH2:10][C:11]([C:13]2[CH:18]=[CH:17][C:16]([Cl:19])=[C:15]([N+:20]([O-:22])=[O:21])[CH:14]=2)=[O:12])=[CH:4][CH:3]=1.[BH4-].[Na+]. (2) Given the product [CH3:23][C:24]1([CH3:34])[O:28][C:27]2[C:29]([O:33][CH2:21][CH2:20][CH2:19][CH2:18][O:17][C:3]3[C:4]([Cl:16])=[CH:5][C:6]([O:8][CH2:9][C:10]4[CH:11]=[CH:12][CH:13]=[CH:14][CH:15]=4)=[CH:7][C:2]=3[Cl:1])=[CH:30][CH:31]=[CH:32][C:26]=2[CH2:25]1, predict the reactants needed to synthesize it. The reactants are: [Cl:1][C:2]1[CH:7]=[C:6]([O:8][CH2:9][C:10]2[CH:15]=[CH:14][CH:13]=[CH:12][CH:11]=2)[CH:5]=[C:4]([Cl:16])[C:3]=1[O:17][CH2:18][CH2:19][CH2:20][CH2:21]Cl.[CH3:23][C:24]1([CH3:34])[O:28][C:27]2[C:29]([OH:33])=[CH:30][CH:31]=[CH:32][C:26]=2[CH2:25]1. (3) Given the product [Cl:8][C:9]1[N:10]=[C:11]([CH2:16][S:17]([C:20]2[CH:25]=[CH:24][C:23]([F:26])=[CH:22][CH:21]=2)(=[O:19])=[O:18])[CH:12]=[C:13]([N:29]2[CH2:30][CH2:31][O:32][CH2:33][C@@H:28]2[CH3:27])[N:14]=1, predict the reactants needed to synthesize it. The reactants are: C(N(CC)CC)C.[Cl:8][C:9]1[N:14]=[C:13](Cl)[CH:12]=[C:11]([CH2:16][S:17]([C:20]2[CH:25]=[CH:24][C:23]([F:26])=[CH:22][CH:21]=2)(=[O:19])=[O:18])[N:10]=1.[CH3:27][C@H:28]1[CH2:33][O:32][CH2:31][CH2:30][NH:29]1. (4) The reactants are: [Cl:1][C:2]1[CH:7]=[C:6]([C:8]([NH:10][C:11](=[N:14][C:15]2[CH:20]=[C:19]([C:21]([F:24])([F:23])[F:22])[CH:18]=[C:17]([O:25][CH3:26])[CH:16]=2)SC)=O)[CH:5]=[C:4]([CH3:27])[N:3]=1.[NH:28]([CH2:30][C@@H:31]([OH:34])[CH2:32][CH3:33])[NH2:29]. Given the product [Cl:1][C:2]1[CH:7]=[C:6]([C:8]2[N:28]([CH2:30][C@@H:31]([OH:34])[CH2:32][CH3:33])[N:29]=[C:11]([NH:14][C:15]3[CH:20]=[C:19]([C:21]([F:24])([F:23])[F:22])[CH:18]=[C:17]([O:25][CH3:26])[CH:16]=3)[N:10]=2)[CH:5]=[C:4]([CH3:27])[N:3]=1, predict the reactants needed to synthesize it. (5) Given the product [Cl:1][C:2]1[CH:3]=[CH:4][C:5]2[N:11]([CH2:12][C:13]3[CH:18]=[CH:17][C:16]([O:19][CH3:20])=[CH:15][C:14]=3[O:21][CH3:22])[C:10](=[O:23])[CH:9]([CH2:24][C:25]3[S:57][C:29]([CH2:30][CH2:31][C:32]([O:34][CH3:35])=[O:33])=[CH:28][N:27]=3)[CH2:8][CH:7]([C:37]3[CH:42]=[CH:41][CH:40]=[C:39]([O:43][CH3:44])[C:38]=3[O:45][CH3:46])[C:6]=2[CH:47]=1, predict the reactants needed to synthesize it. The reactants are: [Cl:1][C:2]1[CH:3]=[CH:4][C:5]2[N:11]([CH2:12][C:13]3[CH:18]=[CH:17][C:16]([O:19][CH3:20])=[CH:15][C:14]=3[O:21][CH3:22])[C:10](=[O:23])[CH:9]([CH2:24][C:25]([NH:27][CH2:28][C:29](=O)[CH2:30][CH2:31][C:32]([O:34][CH3:35])=[O:33])=O)[CH2:8][CH:7]([C:37]3[CH:42]=[CH:41][CH:40]=[C:39]([O:43][CH3:44])[C:38]=3[O:45][CH3:46])[C:6]=2[CH:47]=1.COC1C=CC(P2(SP(C3C=CC(OC)=CC=3)(=S)S2)=[S:57])=CC=1.